From a dataset of Peptide-MHC class I binding affinity with 185,985 pairs from IEDB/IMGT. Regression. Given a peptide amino acid sequence and an MHC pseudo amino acid sequence, predict their binding affinity value. This is MHC class I binding data. (1) The peptide sequence is MQLKIDKLT. The MHC is HLA-A68:02 with pseudo-sequence HLA-A68:02. The binding affinity (normalized) is 0. (2) The peptide sequence is HIGPGRAFY. The MHC is HLA-B44:02 with pseudo-sequence HLA-B44:02. The binding affinity (normalized) is 0. (3) The peptide sequence is VPVWKEATTTL. The MHC is HLA-A24:02 with pseudo-sequence HLA-A24:02. The binding affinity (normalized) is 0.579. (4) The peptide sequence is RRAAVSTLE. The MHC is HLA-A29:02 with pseudo-sequence HLA-A29:02. The binding affinity (normalized) is 0.0847. (5) The peptide sequence is RAEDTAVY. The MHC is Mamu-B01 with pseudo-sequence Mamu-B01. The binding affinity (normalized) is 0. (6) The peptide sequence is PVSTNGKIVM. The MHC is HLA-A02:01 with pseudo-sequence HLA-A02:01. The binding affinity (normalized) is 0. (7) The peptide sequence is YTVPYPNL. The MHC is H-2-Kb with pseudo-sequence H-2-Kb. The binding affinity (normalized) is 0.685.